Predict which catalyst facilitates the given reaction. From a dataset of Catalyst prediction with 721,799 reactions and 888 catalyst types from USPTO. (1) Reactant: C1(C)C=CC=CC=1P(C1C=CC=CC=1C)C1C=CC=CC=1C.Br[C:24]1[CH:25]=[N:26][CH:27]=[CH:28][CH:29]=1.C(N1CCO[C@H](CC2C=CC=C(CO)C=2)C1)(OC(C)(C)C)=O.[C:52]([N:59]1[CH2:64][CH2:63][O:62][C@H:61]([CH2:65][C:66]2[CH:71]=[CH:70][CH:69]=[C:68]([CH:72]=[CH2:73])[CH:67]=2)[CH2:60]1)([O:54][C:55]([CH3:58])([CH3:57])[CH3:56])=[O:53]. Product: [C:52]([N:59]1[CH2:64][CH2:63][O:62][C@H:61]([CH2:65][C:66]2[CH:71]=[CH:70][CH:69]=[C:68]([CH:72]=[CH:73][C:24]3[CH:25]=[N:26][CH:27]=[CH:28][CH:29]=3)[CH:67]=2)[CH2:60]1)([O:54][C:55]([CH3:56])([CH3:58])[CH3:57])=[O:53]. The catalyst class is: 524. (2) Reactant: [Br:1][C:2]1[CH:7]=[CH:6][C:5]([C:8]2([OH:14])[CH2:13][CH2:12][NH:11][CH2:10][CH2:9]2)=[CH:4][CH:3]=1.[CH2:15]1[CH2:21][S:18](=[O:20])(=[O:19])[O:17][CH2:16]1. Product: [Br:1][C:2]1[CH:7]=[CH:6][C:5]([C:8]2([OH:14])[CH2:9][CH2:10][N:11]([CH2:16][CH2:15][CH2:21][S:18]([OH:20])(=[O:19])=[O:17])[CH2:12][CH2:13]2)=[CH:4][CH:3]=1. The catalyst class is: 5. (3) Reactant: [C:1]([O:4][CH:5]=[CH2:6])(=[O:3])[CH3:2].[CH2:7]([O:10][CH2:11][CH2:12][CH2:13][CH3:14])[CH:8]=[CH2:9].CC(N=NC(C#N)(C)C)(C#N)C. Product: [C:1]([O:4][CH:5]=[CH2:6])(=[O:3])[CH3:2].[CH2:7]([O:10][CH2:11][CH2:12][CH2:13][CH3:14])[CH:8]=[CH2:9]. The catalyst class is: 5. (4) Reactant: [CH2:1]([C:5]1[N:6]=[C:7]([CH3:27])[NH:8][C:9](=[O:26])[C:10]=1[CH2:11][C:12]1[CH:17]=[CH:16][C:15]([C:18]2[C:19]([C:24]#[N:25])=[CH:20][CH:21]=[CH:22][CH:23]=2)=[CH:14][CH:13]=1)[CH2:2][CH2:3][CH3:4].N(C(N1CCCCC1)=O)=NC(N1CCCCC1)=O.C(P(CCCC)CCCC)CCC.[S:59]1[C:63]2[CH:64]=[CH:65][CH:66]=[CH:67][C:62]=2[N:61]=[C:60]1[CH2:68]O. Product: [S:59]1[C:63]2[CH:64]=[CH:65][CH:66]=[CH:67][C:62]=2[N:61]=[C:60]1[CH2:68][N:8]1[C:9](=[O:26])[C:10]([CH2:11][C:12]2[CH:17]=[CH:16][C:15]([C:18]3[C:19]([C:24]#[N:25])=[CH:20][CH:21]=[CH:22][CH:23]=3)=[CH:14][CH:13]=2)=[C:5]([CH2:1][CH2:2][CH2:3][CH3:4])[N:6]=[C:7]1[CH3:27]. The catalyst class is: 362. (5) Reactant: [Br:1][C:2]1[CH:3]=[CH:4][C:5]([NH:16][CH2:17][CH2:18][O:19][C:20]([F:23])([F:22])[F:21])=[C:6]([NH:8][C:9](=O)[CH2:10][C:11]([CH3:14])([CH3:13])[CH3:12])[CH:7]=1.O.C1(C)C=CC(S(O)(=O)=O)=CC=1. The catalyst class is: 11. Product: [Br:1][C:2]1[CH:3]=[CH:4][C:5]2[N:16]([CH2:17][CH2:18][O:19][C:20]([F:23])([F:22])[F:21])[C:9]([CH2:10][C:11]([CH3:14])([CH3:13])[CH3:12])=[N:8][C:6]=2[CH:7]=1.